Predict the product of the given reaction. From a dataset of Forward reaction prediction with 1.9M reactions from USPTO patents (1976-2016). (1) The product is: [F:28][C:29]1[CH:34]=[CH:33][C:32]([C:2]2[CH:3]=[C:4]3[C:9](=[CH:10][CH:11]=2)[C:8](=[O:12])[NH:7][C:6](=[O:13])/[C:5]/3=[CH:14]\[NH:15][CH2:16][C:17]2[CH:22]=[CH:21][C:20]([O:23][CH2:24][CH2:25][CH3:26])=[C:19]([OH:27])[CH:18]=2)=[CH:31][CH:30]=1. Given the reactants Br[C:2]1[CH:3]=[C:4]2[C:9](=[CH:10][CH:11]=1)[C:8](=[O:12])[NH:7][C:6](=[O:13])/[C:5]/2=[CH:14]\[NH:15][CH2:16][C:17]1[CH:22]=[CH:21][C:20]([O:23][CH2:24][CH2:25][CH3:26])=[C:19]([OH:27])[CH:18]=1.[F:28][C:29]1[CH:34]=[CH:33][C:32](B(O)O)=[CH:31][CH:30]=1.C(=O)([O-])[O-].[Na+].[Na+], predict the reaction product. (2) Given the reactants [Cl:1][C:2]1[CH:7]=[CH:6][C:5]([C:8]#[C:9][CH2:10][CH2:11][CH2:12][C:13]2([S:20]([C:23]3[CH:28]=[CH:27][C:26]([CH3:29])=[CH:25][CH:24]=3)(=[O:22])=[O:21])[S:17][C:16](=[O:18])[NH:15][C:14]2=[O:19])=[CH:4][CH:3]=1, predict the reaction product. The product is: [Cl:1][C:2]1[CH:7]=[CH:6][C:5](/[CH:8]=[CH:9]\[CH2:10][CH2:11][CH2:12][C:13]2([S:20]([C:23]3[CH:24]=[CH:25][C:26]([CH3:29])=[CH:27][CH:28]=3)(=[O:21])=[O:22])[S:17][C:16](=[O:18])[NH:15][C:14]2=[O:19])=[CH:4][CH:3]=1. (3) Given the reactants [CH2:1]([N:3]([CH2:14][CH3:15])[C:4]1[N:9]2[N:10]=[C:11]([NH2:13])[N:12]=[C:8]2[CH:7]=[CH:6][CH:5]=1)[CH3:2].Br[C:17]1[CH:22]=[CH:21][C:20]([N:23]2[CH:27]=[C:26]([CH3:28])[N:25]=[CH:24]2)=[C:19]([O:29][CH3:30])[CH:18]=1.C(Cl)Cl, predict the reaction product. The product is: [CH2:14]([N:3]([CH2:1][CH3:2])[C:4]1[N:9]2[N:10]=[C:11]([NH:13][C:17]3[CH:22]=[CH:21][C:20]([N:23]4[CH:27]=[C:26]([CH3:28])[N:25]=[CH:24]4)=[C:19]([O:29][CH3:30])[CH:18]=3)[N:12]=[C:8]2[CH:7]=[CH:6][CH:5]=1)[CH3:15].